Dataset: Full USPTO retrosynthesis dataset with 1.9M reactions from patents (1976-2016). Task: Predict the reactants needed to synthesize the given product. Given the product [C:24]([CH:2]1[CH2:7][CH2:6][N:5]([C:8]([O:10][CH3:11])=[O:9])[CH:4]([CH2:12][C:13]2[CH:18]=[CH:17][C:16]([C:19]([F:22])([F:21])[F:20])=[CH:15][CH:14]=2)[CH2:3]1)#[N:23], predict the reactants needed to synthesize it. The reactants are: O=[C:2]1[CH2:7][CH2:6][N:5]([C:8]([O:10][CH3:11])=[O:9])[CH:4]([CH2:12][C:13]2[CH:18]=[CH:17][C:16]([C:19]([F:22])([F:21])[F:20])=[CH:15][CH:14]=2)[CH2:3]1.[N+:23](CS(C1C=CC(C)=CC=1)(=O)=O)#[C-:24].CC(C)([O-])C.[K+].O.